From a dataset of Forward reaction prediction with 1.9M reactions from USPTO patents (1976-2016). Predict the product of the given reaction. (1) Given the reactants [NH2:1][C:2]1[CH:7]=[CH:6][CH:5]=[CH:4][CH:3]=1.[F:8][C:9]1([F:25])[C:14]([F:16])(I)[C:13]([F:18])([F:17])[C:12]([F:20])([F:19])[C:11]([F:22])([F:21])[C:10]1([F:24])[F:23].S(S([O-])=O)([O-])=O.[Na+].[Na+].C(=O)([O-])O.[Na+], predict the reaction product. The product is: [F:8][C:9]1([F:25])[C:14]([F:16])([C:5]2[CH:6]=[CH:7][C:2]([NH2:1])=[CH:3][CH:4]=2)[C:13]([F:18])([F:17])[C:12]([F:19])([F:20])[C:11]([F:21])([F:22])[C:10]1([F:23])[F:24]. (2) Given the reactants [NH2:1][C:2]1[CH:10]=[C:9]([F:11])[CH:8]=[CH:7][C:3]=1[C:4]([OH:6])=O.O=S(Cl)Cl.[Cl:16][C:17]1[CH:23]=[CH:22][CH:21]=[CH:20][C:18]=1[NH2:19].C(Cl)(Cl)Cl, predict the reaction product. The product is: [NH2:1][C:2]1[CH:10]=[C:9]([F:11])[CH:8]=[CH:7][C:3]=1[C:4]([NH:19][C:18]1[CH:20]=[CH:21][CH:22]=[CH:23][C:17]=1[Cl:16])=[O:6].